From a dataset of Peptide-MHC class I binding affinity with 185,985 pairs from IEDB/IMGT. Regression. Given a peptide amino acid sequence and an MHC pseudo amino acid sequence, predict their binding affinity value. This is MHC class I binding data. (1) The peptide sequence is YSPALNKMF. The MHC is HLA-B15:17 with pseudo-sequence HLA-B15:17. The binding affinity (normalized) is 0.462. (2) The peptide sequence is PLPCQLMYA. The MHC is HLA-A02:06 with pseudo-sequence HLA-A02:06. The binding affinity (normalized) is 0.484. (3) The peptide sequence is SQMPPQKIM. The binding affinity (normalized) is 0.0847. The MHC is HLA-B08:03 with pseudo-sequence HLA-B08:03. (4) The peptide sequence is FVHSGFIYF. The MHC is HLA-B58:01 with pseudo-sequence HLA-B58:01. The binding affinity (normalized) is 0.0847.